Task: Predict the reaction yield, written as a fraction of the theoretical maximum amount of product (1.0 means a 100% yield; for example, 0.34 means a 34% yield).. Dataset: Reaction yield outcomes from USPTO patents with 853,638 reactions (1) The reactants are [C:1]([O:4][C:5]1[CH:10]=[CH:9][C:8](OS(C(F)(F)F)(=O)=O)=[CH:7][C:6]=1[CH3:19])(=[O:3])[CH3:2].C(=O)([O-])[O-].[Cs+].[Cs+].C1C=CC(P(C2C=CC3C(=CC=CC=3)C=2C2C3C(=CC=CC=3)C=CC=2P(C2C=CC=CC=2)C2C=CC=CC=2)C2C=CC=CC=2)=CC=1.[NH:72]1[CH2:77][CH2:76][O:75][CH2:74][CH2:73]1. The catalyst is C1(C)C=CC=CC=1.C([O-])(=O)C.[Pd+2].C([O-])(=O)C. The product is [C:1]([O:4][C:5]1[CH:10]=[CH:9][C:8]([N:72]2[CH2:77][CH2:76][O:75][CH2:74][CH2:73]2)=[CH:7][C:6]=1[CH3:19])(=[O:3])[CH3:2]. The yield is 0.370. (2) The reactants are [CH3:1][O:2][CH2:3][C@H:4]([CH3:38])[O:5][C:6]1[CH:7]=[C:8]([C:23]2[NH:27][C:26]([C:28]([NH:30][CH2:31][C@H:32](O)[C:33]([F:36])([F:35])[F:34])=[O:29])=[CH:25][CH:24]=2)[CH:9]=[C:10]([O:12][C:13]2[CH:18]=[CH:17][C:16]([S:19]([CH3:22])(=[O:21])=[O:20])=[CH:15][CH:14]=2)[CH:11]=1.C(N(CC)CC)C.CS(O)(=O)=O.C(=O)([O-])O.[Na+]. The catalyst is O1CCCC1. The product is [CH3:1][O:2][CH2:3][C@H:4]([CH3:38])[O:5][C:6]1[CH:7]=[C:8]([C:23]2[NH:27][C:26]([C:28]3[O:29][C@@H:32]([C:33]([F:34])([F:35])[F:36])[CH2:31][N:30]=3)=[CH:25][CH:24]=2)[CH:9]=[C:10]([O:12][C:13]2[CH:18]=[CH:17][C:16]([S:19]([CH3:22])(=[O:20])=[O:21])=[CH:15][CH:14]=2)[CH:11]=1. The yield is 0.840. (3) The reactants are [Br:1][C:2]1[CH:3]=[CH:4][C:5]([F:12])=[C:6]([CH:11]=1)/[C:7](/Cl)=[N:8]/[OH:9].[CH2:13]([Cl:16])[CH:14]=[CH2:15].Cl.O. The catalyst is CCOCC.CCOC(C)=O. The product is [Br:1][C:2]1[CH:3]=[CH:4][C:5]([F:12])=[C:6]([C:7]2[CH2:15][CH:14]([CH2:13][Cl:16])[O:9][N:8]=2)[CH:11]=1. The yield is 0.521. (4) The reactants are Br[CH:2]1[CH2:7][CH2:6][CH:5]([C:8]([O:10][CH2:11][CH3:12])=[O:9])[CH2:4][C:3]1=[O:13].[C:14]1([SH:20])[CH:19]=[CH:18][CH:17]=[CH:16][CH:15]=1.[OH-].[Na+]. The catalyst is CCO. The product is [O:13]=[C:3]1[CH:2]([S:20][C:14]2[CH:19]=[CH:18][CH:17]=[CH:16][CH:15]=2)[CH2:7][CH2:6][CH:5]([C:8]([O:10][CH2:11][CH3:12])=[O:9])[CH2:4]1. The yield is 0.610. (5) The reactants are [CH3:1][O:2][C:3]([C:5]1[CH:10]=[CH:9][C:8]([C:11]2[CH:16]=[CH:15][C:14]([CH2:17][NH2:18])=[CH:13][CH:12]=2)=[CH:7][CH:6]=1)=[O:4].[F:19][C:20]([F:46])([F:45])[C:21]1[CH:26]=[CH:25][C:24]([C:27]2[C:28]([C:33]([NH:35][C:36]3[CH:37]=[C:38]([C:42](O)=[O:43])[N:39]([CH3:41])[CH:40]=3)=[O:34])=[CH:29][CH:30]=[CH:31][CH:32]=2)=[CH:23][CH:22]=1.CN(C(ON1N=NC2C=CC=CC1=2)=[N+](C)C)C.[B-](F)(F)(F)F.C(N(C(C)C)C(C)C)C. The catalyst is CN(C)C=O.ClCCl.C(O)C. The product is [CH3:1][O:2][C:3]([C:5]1[CH:6]=[CH:7][C:8]([C:11]2[CH:16]=[CH:15][C:14]([CH2:17][NH:18][C:42]([C:38]3[N:39]([CH3:41])[CH:40]=[C:36]([NH:35][C:33]([C:28]4[C:27]([C:24]5[CH:23]=[CH:22][C:21]([C:20]([F:46])([F:19])[F:45])=[CH:26][CH:25]=5)=[CH:32][CH:31]=[CH:30][CH:29]=4)=[O:34])[CH:37]=3)=[O:43])=[CH:13][CH:12]=2)=[CH:9][CH:10]=1)=[O:4]. The yield is 1.00.